From a dataset of Forward reaction prediction with 1.9M reactions from USPTO patents (1976-2016). Predict the product of the given reaction. Given the reactants F[C:2]1[CH:3]=[CH:4][CH:5]=[C:6]2[C:11]=1[CH:10]=[N:9][C:8]([OH:12])=[CH:7]2.[CH3:13][O-:14].[Na+], predict the reaction product. The product is: [CH3:13][O:14][C:2]1[CH:3]=[CH:4][CH:5]=[C:6]2[C:11]=1[CH:10]=[N:9][C:8]([OH:12])=[CH:7]2.